Task: Binary classification across 12 toxicity assays.. Dataset: Tox21: 12 toxicity assays (nuclear receptors and stress response pathways) (1) The drug is CC(C)OC(=O)C(C)N(C(=O)c1ccccc1)c1ccc(F)c(Cl)c1. It tested positive (active) for: NR-ER (Estrogen Receptor agonist activity), NR-ER-LBD (Estrogen Receptor Ligand Binding Domain agonist), and SR-ARE (Antioxidant Response Element (oxidative stress)). (2) The compound is Cc1cc(O)c(Cl)c(C)c1Cl. It tested positive (active) for: SR-MMP (Mitochondrial Membrane Potential disruption).